The task is: Predict the product of the given reaction.. This data is from Forward reaction prediction with 1.9M reactions from USPTO patents (1976-2016). (1) Given the reactants [CH3:1][C:2]1[O:3][C:4]2[C:10]3=[C:11]([S:17][CH3:18])[S:12][C:13]([C:14](O)=[O:15])=[C:9]3[CH2:8][CH2:7][C:5]=2[N:6]=1.C(Cl)(=O)C(Cl)=O.C[N:26](C)C=O, predict the reaction product. The product is: [CH3:1][C:2]1[O:3][C:4]2[C:10]3=[C:11]([S:17][CH3:18])[S:12][C:13]([C:14]([NH2:26])=[O:15])=[C:9]3[CH2:8][CH2:7][C:5]=2[N:6]=1. (2) The product is: [Cl:24][C:22]1[CH:21]=[C:4]([CH:3]=[C:2]([N:25]2[CH2:30][CH2:29][CH2:28][CH2:27][CH2:26]2)[CH:23]=1)[CH2:5][O:6][C:7]1[CH:12]=[CH:11][CH:10]=[CH:9][C:8]=1[CH2:13][C:14]([O:16][C:17]([CH3:20])([CH3:19])[CH3:18])=[O:15]. Given the reactants Br[C:2]1[CH:3]=[C:4]([CH:21]=[C:22]([Cl:24])[CH:23]=1)[CH2:5][O:6][C:7]1[CH:12]=[CH:11][CH:10]=[CH:9][C:8]=1[CH2:13][C:14]([O:16][C:17]([CH3:20])([CH3:19])[CH3:18])=[O:15].[NH:25]1[CH2:30][CH2:29][CH2:28][CH2:27][CH2:26]1, predict the reaction product. (3) The product is: [Si:1]([O:8][C@H:9]1[C:18](=[O:19])[C:17]2[CH:16]=[CH:15][N:14]3[CH:20]=[C:21]([CH3:23])[N:22]=[C:13]3[C:12]=2[NH:11][C@@H:10]1[C:24]1[CH:29]=[CH:28][CH:27]=[CH:26][CH:25]=1)([C:4]([CH3:7])([CH3:5])[CH3:6])([CH3:3])[CH3:2]. Given the reactants [Si:1]([O:8][C@H:9]1[C:18](=[O:19])[C:17]2[CH2:16][CH2:15][N:14]3[CH:20]=[C:21]([CH3:23])[N:22]=[C:13]3[C:12]=2[NH:11][C@@H:10]1[C:24]1[CH:29]=[CH:28][CH:27]=[CH:26][CH:25]=1)([C:4]([CH3:7])([CH3:6])[CH3:5])([CH3:3])[CH3:2].ClC1C(=O)C(C#N)=C(C#N)C(=O)C=1Cl, predict the reaction product. (4) Given the reactants BrC1C=CC([CH2:6][N:7]([CH2:18][CH:19]([O:22][CH3:23])[O:20][CH3:21])[S:8]([C:11]2[CH:16]=[CH:15][C:14]([CH3:17])=[CH:13][CH:12]=2)(=[O:10])=[O:9])=CC=1.[F:26][C:27]1[CH:40]=[CH:39][C:30](CNCC(OC)OC)=[CH:29][C:28]=1[Br:41], predict the reaction product. The product is: [F:26][C:27]1[CH:40]=[CH:39][C:30]([CH2:6][N:7]([CH2:18][CH:19]([O:22][CH3:23])[O:20][CH3:21])[S:8]([C:11]2[CH:16]=[CH:15][C:14]([CH3:17])=[CH:13][CH:12]=2)(=[O:9])=[O:10])=[CH:29][C:28]=1[Br:41]. (5) Given the reactants [Cl:1]C(OC(Cl)C)=O.C([N:21]1[CH2:24][CH:23]([O:25][CH2:26][CH2:27][CH2:28][CH3:29])[CH2:22]1)(C1C=CC=CC=1)C1C=CC=CC=1.CO, predict the reaction product. The product is: [ClH:1].[CH2:26]([O:25][CH:23]1[CH2:24][NH:21][CH2:22]1)[CH2:27][CH2:28][CH3:29]. (6) Given the reactants [CH:1]1([C:8]2[CH:13]=[C:12]([CH2:14]O)[CH:11]=[CH:10][C:9]=2[C:16]2[CH:21]=[C:20]([O:22][CH3:23])[CH:19]=[CH:18][C:17]=2[F:24])[CH2:7][CH2:6][CH2:5][CH2:4][CH2:3][CH2:2]1.S(Cl)([Cl:27])=O, predict the reaction product. The product is: [Cl:27][CH2:14][C:12]1[CH:11]=[CH:10][C:9]([C:16]2[CH:21]=[C:20]([O:22][CH3:23])[CH:19]=[CH:18][C:17]=2[F:24])=[C:8]([CH:1]2[CH2:7][CH2:6][CH2:5][CH2:4][CH2:3][CH2:2]2)[CH:13]=1. (7) The product is: [CH3:26][N:27]1[CH2:32][CH2:31][N:30]([C:33]2[C:38]([CH:39]=[C:9]3[CH2:14][CH2:13][CH2:12][NH:11][C:10]3=[O:15])=[N:37][CH:36]=[CH:35][N:34]=2)[CH2:29][CH2:28]1. Given the reactants C(OP([CH:9]1[CH2:14][CH2:13][CH2:12][NH:11][C:10]1=[O:15])(=O)OCC)C.C[Si]([N-][Si](C)(C)C)(C)C.[Na+].[CH3:26][N:27]1[CH2:32][CH2:31][N:30]([C:33]2[C:38]([CH:39]=O)=[N:37][CH:36]=[CH:35][N:34]=2)[CH2:29][CH2:28]1.CO, predict the reaction product. (8) Given the reactants [F:1][C:2]1[CH:7]=[CH:6][C:5]([C:8]2[C:28](=[O:29])[N:27]([CH3:30])[C:11]3[N:12]([CH3:26])[C:13]4[C:18]([C:10]=3[CH:9]=2)=[CH:17][C:16]([C:19]2[N:20]=[C:21]([CH2:24][OH:25])[S:22][CH:23]=2)=[CH:15][CH:14]=4)=[CH:4][CH:3]=1.I[CH2:32][CH3:33], predict the reaction product. The product is: [CH2:32]([O:25][CH2:24][C:21]1[S:22][CH:23]=[C:19]([C:16]2[CH:17]=[C:18]3[C:13](=[CH:14][CH:15]=2)[N:12]([CH3:26])[C:11]2[N:27]([CH3:30])[C:28](=[O:29])[C:8]([C:5]4[CH:6]=[CH:7][C:2]([F:1])=[CH:3][CH:4]=4)=[CH:9][C:10]3=2)[N:20]=1)[CH3:33]. (9) Given the reactants Cl[C:2]1[N:6]([CH3:7])[N:5]=[CH:4][C:3]=1[N+:8]([O-:10])=[O:9].[N:11]1([C:18]([O:20][C:21]([CH3:24])([CH3:23])[CH3:22])=[O:19])[CH2:17][CH2:16][CH2:15][NH:14][CH2:13][CH2:12]1.C(N(C(C)C)CC)(C)C, predict the reaction product. The product is: [CH3:7][N:6]1[C:2]([N:14]2[CH2:15][CH2:16][CH2:17][N:11]([C:18]([O:20][C:21]([CH3:24])([CH3:23])[CH3:22])=[O:19])[CH2:12][CH2:13]2)=[C:3]([N+:8]([O-:10])=[O:9])[CH:4]=[N:5]1. (10) The product is: [ClH:29].[NH2:19][C:12]1[N:11]=[CH:10][C:9](/[CH:8]=[CH:7]/[C:6]([OH:20])=[O:5])=[CH:14][C:13]=1[C:15]([OH:18])([CH3:16])[CH3:17]. Given the reactants C([O:5][C:6](=[O:20])/[CH:7]=[CH:8]/[C:9]1[CH:10]=[N:11][C:12]([NH2:19])=[C:13]([C:15]([OH:18])([CH3:17])[CH3:16])[CH:14]=1)(C)(C)C.C(O)(C(F)(F)F)=O.C(Cl)[Cl:29], predict the reaction product.